Dataset: Catalyst prediction with 721,799 reactions and 888 catalyst types from USPTO. Task: Predict which catalyst facilitates the given reaction. Reactant: C([O:5][C:6](=[O:31])[C:7]1[CH:12]=[CH:11][C:10]([C:13]2[CH2:17][C:16]([C:26]([Cl:29])([F:28])[F:27])([C:18]3[CH:23]=[C:22]([Cl:24])[CH:21]=[C:20]([Cl:25])[CH:19]=3)[O:15][N:14]=2)=[CH:9][C:8]=1[CH3:30])(C)(C)C.FC(CC(O)=O)(F)F. Product: [Cl:29][C:26]([F:27])([F:28])[C:16]1([C:18]2[CH:23]=[C:22]([Cl:24])[CH:21]=[C:20]([Cl:25])[CH:19]=2)[O:15][N:14]=[C:13]([C:10]2[CH:11]=[CH:12][C:7]([C:6]([OH:31])=[O:5])=[C:8]([CH3:30])[CH:9]=2)[CH2:17]1. The catalyst class is: 4.